From a dataset of Forward reaction prediction with 1.9M reactions from USPTO patents (1976-2016). Predict the product of the given reaction. (1) Given the reactants C1C=CC2N(O)N=NC=2C=1.CCN(C(C)C)C(C)C.[Br:20][C:21]1[CH:29]=[CH:28][CH:27]=[CH:26][C:22]=1[C:23]([OH:25])=O.CCN=C=NCCCN(C)C.Cl.Cl.[C:43]1([C:61]2[CH:66]=[CH:65][CH:64]=[CH:63][CH:62]=2)[CH:48]=[CH:47][C:46]([NH:49][C:50](=[O:60])[CH2:51][C:52](=[O:59])[N:53]2[CH2:58][CH2:57][NH:56][CH2:55][CH2:54]2)=[CH:45][CH:44]=1, predict the reaction product. The product is: [C:43]1([C:61]2[CH:66]=[CH:65][CH:64]=[CH:63][CH:62]=2)[CH:44]=[CH:45][C:46]([NH:49][C:50](=[O:60])[CH2:51][C:52]([N:53]2[CH2:54][CH2:55][N:56]([C:23](=[O:25])[C:22]3[CH:26]=[CH:27][CH:28]=[CH:29][C:21]=3[Br:20])[CH2:57][CH2:58]2)=[O:59])=[CH:47][CH:48]=1. (2) Given the reactants C[C:2]1([C:7]([OH:9])=[O:8])[CH2:6][CH2:5][CH2:4][CH2:3]1.[CH:10](NC(C)C)(C)C.[Li].[CH3:18][O:19][C:20](Cl)=[O:21], predict the reaction product. The product is: [C:2]1([C:7]([O:9][CH3:10])=[O:8])([C:20]([O:19][CH3:18])=[O:21])[CH2:6][CH2:5][CH2:4][CH2:3]1.